This data is from Reaction yield outcomes from USPTO patents with 853,638 reactions. The task is: Predict the reaction yield, written as a fraction of the theoretical maximum amount of product (1.0 means a 100% yield; for example, 0.34 means a 34% yield). (1) The reactants are [CH2:1]([O:8][C:9]1[CH:10]=[C:11]([C:15]2[CH:16]=[C:17]([CH:20]=[CH:21][CH:22]=2)[C:18]#N)[CH:12]=[CH:13][CH:14]=1)[C:2]1[CH:7]=[CH:6][CH:5]=[CH:4][CH:3]=1.[H-].C([Al+]CC(C)C)C(C)C.C1C[O:36]CC1. The catalyst is CCCCCC. The product is [CH2:1]([O:8][C:9]1[CH:10]=[C:11]([C:15]2[CH:16]=[C:17]([CH:20]=[CH:21][CH:22]=2)[CH:18]=[O:36])[CH:12]=[CH:13][CH:14]=1)[C:2]1[CH:7]=[CH:6][CH:5]=[CH:4][CH:3]=1. The yield is 0.750. (2) The reactants are [H-].[Na+].P(=O)([O-])O[C:5](CC)(CC)[C:6]#[N:7].[C:14]1(=O)[CH2:19][CH2:18][CH2:17][CH2:16][CH2:15]1. The catalyst is O1CCCC1. The product is [C:14]1(=[CH:5][C:6]#[N:7])[CH2:19][CH2:18][CH2:17][CH2:16][CH2:15]1. The yield is 0.670.